Dataset: Forward reaction prediction with 1.9M reactions from USPTO patents (1976-2016). Task: Predict the product of the given reaction. (1) Given the reactants C([O:5][C:6]([C:8]1[S:9][CH:10]=[C:11]([CH3:13])[CH:12]=1)=[O:7])(C)(C)C, predict the reaction product. The product is: [CH3:13][C:11]1[CH:12]=[C:8]([C:6]([OH:7])=[O:5])[S:9][CH:10]=1. (2) Given the reactants Br[C:2]1[CH:7]=[CH:6][C:5]([CH2:8][C:9]([O:11][CH3:12])=[O:10])=[C:4]([Cl:13])[CH:3]=1.[CH3:14][C:15]1[O:16][CH:17]=[CH:18][N:19]=1.C(O[K])(C)=O.O, predict the reaction product. The product is: [Cl:13][C:4]1[CH:3]=[C:2]([C:17]2[O:16][C:15]([CH3:14])=[N:19][CH:18]=2)[CH:7]=[CH:6][C:5]=1[CH2:8][C:9]([O:11][CH3:12])=[O:10]. (3) Given the reactants [Cl:1][C:2]1[CH:3]=[C:4]([N:9]2[CH2:15][C@@H:14]3[C@@H:11]([CH2:12][NH:13]3)[CH2:10]2)[CH:5]=[N:6][C:7]=1[Cl:8].[C:16]([OH:23])(=[O:22])/[CH:17]=[CH:18]/[C:19]([OH:21])=[O:20].O.N, predict the reaction product. The product is: [C:16]([OH:23])(=[O:22])/[CH:17]=[CH:18]/[C:19]([OH:21])=[O:20].[Cl:1][C:2]1[CH:3]=[C:4]([N:9]2[CH2:15][C@@H:14]3[C@@H:11]([CH2:12][NH:13]3)[CH2:10]2)[CH:5]=[N:6][C:7]=1[Cl:8]. (4) Given the reactants [C:1]([C:4]1[CH:9]=[N:8][N:7]2[C:10](C(O)=O)=[CH:11][CH:12]=[C:6]2[C:5]=1[NH:16][CH:17]1[CH2:22][CH2:21][CH2:20][CH2:19][CH:18]1[CH3:23])(=[O:3])[NH2:2].C([N:26]([CH2:29]C)CC)C.C1(P(N=[N+]=[N-])(C2C=CC=CC=2)=[O:38])C=CC=CC=1.[CH3:48][C:49]([OH:52])([CH3:51])[CH3:50], predict the reaction product. The product is: [C:1]([C:4]1[CH:9]=[N:8][N:7]2[C:10]([NH:26][C:29](=[O:38])[O:52][C:49]([CH3:51])([CH3:50])[CH3:48])=[CH:11][CH:12]=[C:6]2[C:5]=1[NH:16][CH:17]1[CH2:22][CH2:21][CH2:20][CH2:19][CH:18]1[CH3:23])(=[O:3])[NH2:2]. (5) Given the reactants C(OC([N:8]1[CH2:13][CH2:12][CH:11]([CH2:14][NH:15][C:16]2[N:21]=[C:20]([C:22]3[CH:27]=[CH:26][C:25]([C:28]#[N:29])=[CH:24][CH:23]=3)[C:19](Cl)=[CH:18][N:17]=2)[CH2:10][CH2:9]1)=O)(C)(C)C.[CH3:31][C:32]1[CH:37]=[CH:36][C:35](B(O)O)=[CH:34][CH:33]=1, predict the reaction product. The product is: [CH3:31][C:32]1[CH:37]=[CH:36][C:35]([C:19]2[C:20]([C:22]3[CH:23]=[CH:24][C:25]([C:28]#[N:29])=[CH:26][CH:27]=3)=[N:21][C:16]([NH:15][CH2:14][CH:11]3[CH2:10][CH2:9][NH:8][CH2:13][CH2:12]3)=[N:17][CH:18]=2)=[CH:34][CH:33]=1. (6) Given the reactants C[O:2][C:3](=[O:30])[C@@H:4]([N:12]1[CH2:16][C:15]([O:17][C:18]2[CH:23]=[CH:22][CH:21]=[C:20]([O:24][C:25]([F:28])([F:27])[F:26])[CH:19]=2)=[CH:14][C:13]1=[O:29])[CH2:5][CH:6]1[CH2:11][CH2:10][CH2:9][CH2:8][CH2:7]1.[OH-].[Li+], predict the reaction product. The product is: [CH:6]1([CH2:5][C@H:4]([N:12]2[CH2:16][C:15]([O:17][C:18]3[CH:23]=[CH:22][CH:21]=[C:20]([O:24][C:25]([F:26])([F:27])[F:28])[CH:19]=3)=[CH:14][C:13]2=[O:29])[C:3]([OH:30])=[O:2])[CH2:11][CH2:10][CH2:9][CH2:8][CH2:7]1.